This data is from Full USPTO retrosynthesis dataset with 1.9M reactions from patents (1976-2016). The task is: Predict the reactants needed to synthesize the given product. (1) Given the product [Br:1][C:2]1[CH:12]=[CH:11][C:5]2[O:6][C:7]3[C:8](=[O:9])[NH:10][C:16]([CH2:17][N:21]4[CH2:24][CH:23]([C:25]([OH:27])=[O:26])[CH2:22]4)=[N:14][C:13]=3[C:4]=2[CH:3]=1, predict the reactants needed to synthesize it. The reactants are: [Br:1][C:2]1[CH:12]=[CH:11][C:5]([O:6][CH2:7][C:8]([NH2:10])=[O:9])=[C:4]([C:13]#[N:14])[CH:3]=1.N1CCC[CH2:17][CH2:16]1.[NH:21]1[CH2:24][CH:23]([C:25]([OH:27])=[O:26])[CH2:22]1. (2) Given the product [Cl:1][C:2]1[C:3]2[C:10]([F:12])=[CH:9][NH:8][C:4]=2[N:5]=[CH:6][N:7]=1, predict the reactants needed to synthesize it. The reactants are: [Cl:1][C:2]1[C:3]2[CH:10]=[CH:9][NH:8][C:4]=2[N:5]=[CH:6][N:7]=1.[B-](F)(F)(F)[F:12].[B-](F)(F)(F)F.C1[N+]2(CCl)CC[N+](F)(CC2)C1.C(#N)C. (3) Given the product [Br:18][CH2:1][C:2]1[N:7]=[C:6]([N+:8]([O-:10])=[O:9])[C:5]([O:11][CH2:12][CH2:13][O:14][C:15](=[O:17])[CH3:16])=[CH:4][CH:3]=1, predict the reactants needed to synthesize it. The reactants are: [CH3:1][C:2]1[N:7]=[C:6]([N+:8]([O-:10])=[O:9])[C:5]([O:11][CH2:12][CH2:13][O:14][C:15](=[O:17])[CH3:16])=[CH:4][CH:3]=1.[Br:18]N1C(=O)CCC1=O.CC(N=NC(C#N)(C)C)(C#N)C. (4) The reactants are: C(O[C:6]([NH:8][CH2:9][CH2:10][CH2:11][C:12]1[C:13]([C:24]2[CH:29]=[CH:28][N:27]=[CH:26][CH:25]=2)=[C:14](C2C=CC(F)=CC=2)[NH:15][CH:16]=1)=O)(C)(C)C.BrC1C(C2C=CN=CC=2)=C([C:46]2[CH:51]=[CH:50][C:49]([F:52])=[CH:48][CH:47]=2)N([Si](C(C)C)(C(C)C)C(C)C)C=1.[CH2:59]1[CH:67]2N([CH2:67][CH2:59][C:60](=O)[CH2:61]2)[CH2:61][CH2:60]1.C(N1CCC(=O)CC1)C1C=CC=CC=1. Given the product [F:52][C:49]1[CH:48]=[C:47]([C:14]2[NH:15][CH:16]=[C:12]([C:11]3[CH2:61][CH:60]4[N:8]([CH2:6][CH2:67][CH2:59]4)[CH2:9][CH:10]=3)[C:13]=2[C:24]2[CH:29]=[CH:28][N:27]=[CH:26][CH:25]=2)[CH:46]=[CH:51][CH:50]=1, predict the reactants needed to synthesize it. (5) The reactants are: [CH3:1][C:2]1[CH:6]=[C:5]([CH3:7])[NH:4][N:3]=1.[H-].[Na+].[CH3:10][S:11]([O:14][C:15]1[CH:16]=[C:17]2[C:42](=[CH:43][C:44]=1[CH3:45])[O:41][C:20]1([CH2:29][C:28]([CH3:31])([CH3:30])[C:27]3[C:22](=[CH:23][C:24]([CH3:40])=[C:25]([O:32][CH2:33][CH2:34]OS(C)(=O)=O)[CH:26]=3)[O:21]1)[CH2:19][C:18]2([CH3:47])[CH3:46])(=[O:13])=[O:12].Cl. Given the product [CH3:10][S:11]([O:14][C:15]1[CH:16]=[C:17]2[C:42](=[CH:43][C:44]=1[CH3:45])[O:41][C:20]1([CH2:29][C:28]([CH3:31])([CH3:30])[C:27]3[C:22](=[CH:23][C:24]([CH3:40])=[C:25]([O:32][CH2:33][CH2:34][N:3]4[C:2]([CH3:1])=[CH:6][C:5]([CH3:7])=[N:4]4)[CH:26]=3)[O:21]1)[CH2:19][C:18]2([CH3:46])[CH3:47])(=[O:12])=[O:13], predict the reactants needed to synthesize it. (6) Given the product [CH2:10]([O:9][C:8]1[C:3]([C:1]#[N:2])=[CH:4][C:5]([C:12]2[O:16][N:15]=[C:14]([C:17]3[CH:34]=[CH:33][C:20]4[CH2:21][CH2:22][NH:23][CH2:24][CH2:25][C:19]=4[CH:18]=3)[N:13]=2)=[CH:6][N:7]=1)[CH3:11], predict the reactants needed to synthesize it. The reactants are: [C:1]([C:3]1[CH:4]=[C:5]([C:12]2[O:16][N:15]=[C:14]([C:17]3[CH:34]=[CH:33][C:20]4[CH2:21][CH2:22][N:23](C(OC(C)(C)C)=O)[CH2:24][CH2:25][C:19]=4[CH:18]=3)[N:13]=2)[CH:6]=[N:7][C:8]=1[O:9][CH2:10][CH3:11])#[N:2].FC(F)(F)C(O)=O. (7) Given the product [Cl:1][C:2]1[C:7]2[CH:8]=[C:9]([C:11]([O:13][CH3:14])=[O:12])[N:10]([CH2:18][C:19]3[N:23]=[C:22]([C:24]4[CH:25]=[CH:26][CH:27]=[CH:28][CH:29]=4)[O:21][N:20]=3)[C:6]=2[CH:5]=[CH:4][N:3]=1, predict the reactants needed to synthesize it. The reactants are: [Cl:1][C:2]1[C:7]2[CH:8]=[C:9]([C:11]([O:13][CH3:14])=[O:12])[NH:10][C:6]=2[CH:5]=[CH:4][N:3]=1.[H-].[Na+].Cl[CH2:18][C:19]1[N:23]=[C:22]([C:24]2[CH:29]=[CH:28][CH:27]=[CH:26][CH:25]=2)[O:21][N:20]=1. (8) Given the product [F:1][C:2]1[C:3]([F:8])=[CH:4][CH:5]=[CH:6][C:7]=1[C:11](=[O:12])[CH:10]([F:16])[F:9], predict the reactants needed to synthesize it. The reactants are: [F:1][C:2]1[CH:7]=[CH:6][CH:5]=[CH:4][C:3]=1[F:8].[F:9][CH:10]([F:16])[C:11](OCC)=[O:12].[NH4+].[Cl-].CC(OC)(C)C. (9) Given the product [ClH:25].[ClH:25].[N:1]1([CH2:6][CH2:7][C:8]2[C:16]3[C:11](=[CH:12][CH:13]=[C:14]([NH:17][C:18]([C:20]4[S:21][CH:22]=[CH:23][CH:24]=4)=[NH:19])[CH:15]=3)[NH:10][CH:9]=2)[CH2:2][CH2:3][CH2:4][CH2:5]1, predict the reactants needed to synthesize it. The reactants are: [N:1]1([CH2:6][CH2:7][C:8]2[C:16]3[C:11](=[CH:12][CH:13]=[C:14]([NH:17][C:18]([C:20]4[S:21][CH:22]=[CH:23][CH:24]=4)=[NH:19])[CH:15]=3)[NH:10][CH:9]=2)[CH2:5][CH2:4][CH2:3][CH2:2]1.[ClH:25].CCOCC. (10) Given the product [OH:10][C@H:11]1[CH2:15][CH2:14][N:13]([CH2:16][CH2:17][CH2:18][C:19]2[CH:20]=[CH:21][C:22]([O:25][CH3:26])=[CH:23][CH:24]=2)[CH2:12]1, predict the reactants needed to synthesize it. The reactants are: [N+](C1C=CC(C([O:10][C@H:11]2[CH2:15][CH2:14][N:13]([CH2:16][CH2:17][CH2:18][C:19]3[CH:24]=[CH:23][C:22]([O:25][CH3:26])=[CH:21][CH:20]=3)[CH2:12]2)=O)=CC=1)([O-])=O.[OH-].[Na+].